Dataset: NCI-60 drug combinations with 297,098 pairs across 59 cell lines. Task: Regression. Given two drug SMILES strings and cell line genomic features, predict the synergy score measuring deviation from expected non-interaction effect. Drug 1: C(CC(=O)O)C(=O)CN.Cl. Drug 2: C1CNP(=O)(OC1)N(CCCl)CCCl. Cell line: TK-10. Synergy scores: CSS=-0.564, Synergy_ZIP=-0.273, Synergy_Bliss=-0.695, Synergy_Loewe=-2.34, Synergy_HSA=-2.00.